From a dataset of Full USPTO retrosynthesis dataset with 1.9M reactions from patents (1976-2016). Predict the reactants needed to synthesize the given product. (1) Given the product [F:20][C:21]1[CH:22]=[C:23]([C@@H:28]([NH:30][C:31]([C:33]2[C:38]([NH:19][C@@H:17]([C:14]3[CH:15]=[N:16][C:11]([Br:10])=[CH:12][CH:13]=3)[CH3:18])=[N:37][CH:36]=[C:35]([C:40]#[N:41])[N:34]=2)=[O:32])[CH3:29])[CH:24]=[CH:25][C:26]=1[F:27], predict the reactants needed to synthesize it. The reactants are: C(N(CC)C(C)C)(C)C.[Br:10][C:11]1[N:16]=[CH:15][C:14]([C@H:17]([NH2:19])[CH3:18])=[CH:13][CH:12]=1.[F:20][C:21]1[CH:22]=[C:23]([C@@H:28]([NH:30][C:31]([C:33]2[C:38](F)=[N:37][CH:36]=[C:35]([C:40]#[N:41])[N:34]=2)=[O:32])[CH3:29])[CH:24]=[CH:25][C:26]=1[F:27].CS(C)=O. (2) Given the product [CH3:33][S:34]([O:1][CH2:2][C:3]1[CH:12]=[C:11]2[C:6]([CH:7]=[C:8]([C:14]3[N:15]=[C:16]4[CH:21]=[CH:20][C:19]([CH3:22])=[CH:18][N:17]4[CH:23]=3)[C:9](=[O:13])[O:10]2)=[CH:5][CH:4]=1)(=[O:36])=[O:35], predict the reactants needed to synthesize it. The reactants are: [OH:1][CH2:2][C:3]1[CH:12]=[C:11]2[C:6]([CH:7]=[C:8]([C:14]3[N:15]=[C:16]4[CH:21]=[CH:20][C:19]([CH3:22])=[CH:18][N:17]4[CH:23]=3)[C:9](=[O:13])[O:10]2)=[CH:5][CH:4]=1.C(N(CC)C(C)C)(C)C.[CH3:33][S:34](Cl)(=[O:36])=[O:35]. (3) Given the product [ClH:17].[C:5]([C:4]1[CH:13]=[CH:14][C:15]2[N:16]=[C:29]([CH2:30][CH:24]([C:21]3[CH:20]=[CH:19][C:18]([Cl:17])=[CH:23][CH:22]=3)[CH2:25][C:26]([OH:28])=[O:27])[NH:1][C:2]=2[CH:3]=1)(=[O:6])[C:7]1[CH:12]=[CH:11][CH:10]=[CH:9][CH:8]=1, predict the reactants needed to synthesize it. The reactants are: [NH2:1][C:2]1[CH:3]=[C:4]([CH:13]=[CH:14][C:15]=1[NH2:16])[C:5]([C:7]1[CH:12]=[CH:11][CH:10]=[CH:9][CH:8]=1)=[O:6].[Cl:17][C:18]1[CH:23]=[CH:22][C:21]([CH:24]2[CH2:30][C:29](=O)[O:28][C:26](=[O:27])[CH2:25]2)=[CH:20][CH:19]=1.Cl. (4) Given the product [CH:1]1([C:7]2([CH3:14])[C:11](=[O:12])[N:10]([CH2:16][C:17]([C:19]3[CH:24]=[CH:23][CH:22]=[C:21]([O:25][CH3:26])[CH:20]=3)=[O:18])[N:9]=[C:8]2[CH3:13])[CH2:2][CH2:3][CH2:4][CH2:5][CH2:6]1, predict the reactants needed to synthesize it. The reactants are: [CH:1]1([C:7]2([CH3:14])[C:11](=[O:12])[NH:10][N:9]=[C:8]2[CH3:13])[CH2:6][CH2:5][CH2:4][CH2:3][CH2:2]1.Br[CH2:16][C:17]([C:19]1[CH:24]=[CH:23][CH:22]=[C:21]([O:25][CH3:26])[CH:20]=1)=[O:18]. (5) Given the product [NH2:49][C:9]1[C:8]2[N:27]=[C:5]([CH2:4][CH2:3][O:2][CH3:1])[N:6]([CH2:28][CH2:29][CH2:30][N:31]3[CH2:35][CH2:34][CH2:33][C:32]3=[O:36])[C:7]=2[C:16]2[CH:15]=[C:14]([CH2:17][CH2:18][C:19]([N:21]3[CH2:22][CH2:23][O:24][CH2:25][CH2:26]3)=[O:20])[CH:13]=[CH:12][C:11]=2[N:10]=1, predict the reactants needed to synthesize it. The reactants are: [CH3:1][O:2][CH2:3][CH2:4][C:5]1[N:6]([CH2:28][CH2:29][CH2:30][N:31]2[CH2:35][CH2:34][CH2:33][C:32]2=[O:36])[C:7]2[C:16]3[CH:15]=[C:14]([CH2:17][CH2:18][C:19]([N:21]4[CH2:26][CH2:25][O:24][CH2:23][CH2:22]4)=[O:20])[CH:13]=[CH:12][C:11]=3[N:10]=[CH:9][C:8]=2[N:27]=1.ClC1C=C(C=CC=1)C(OO)=O.[OH-].[NH4+:49].C1(C)C=CC(S(Cl)(=O)=O)=CC=1. (6) Given the product [Cl:18][C:6]1[C:5]2[C:10](=[CH:11][C:12]([O:13][CH3:14])=[C:3]([O:2][CH3:1])[CH:4]=2)[N:9]=[CH:8][N:7]=1, predict the reactants needed to synthesize it. The reactants are: [CH3:1][O:2][C:3]1[CH:4]=[C:5]2[C:10](=[CH:11][C:12]=1[O:13][CH3:14])[N:9]=[CH:8][NH:7][C:6]2=O.S(Cl)([Cl:18])=O. (7) Given the product [CH3:8][C:5]1[CH:6]=[CH:7][C:2]([C:12]#[N:13])=[N:3][CH:4]=1, predict the reactants needed to synthesize it. The reactants are: Br[C:2]1[CH:7]=[CH:6][C:5]([CH3:8])=[CH:4][N:3]=1.ClCCl.[CH3:12][N:13](C)C=O. (8) Given the product [CH3:32][N:28]1[CH2:27][CH:26]([CH2:25][N:10]2[CH:9]=[C:8]([C:6]3[CH:5]=[C:4]([NH:13][C:14]4[N:19]=[C:18]([C:20]([F:21])([F:23])[F:22])[CH:17]=[CH:16][N:15]=4)[CH:3]=[C:2]([CH3:1])[CH:7]=3)[CH:12]=[N:11]2)[O:30][C:29]1=[O:31], predict the reactants needed to synthesize it. The reactants are: [CH3:1][C:2]1[CH:3]=[C:4]([NH:13][C:14]2[N:19]=[C:18]([C:20]([F:23])([F:22])[F:21])[CH:17]=[CH:16][N:15]=2)[CH:5]=[C:6]([C:8]2[CH:9]=[N:10][NH:11][CH:12]=2)[CH:7]=1.Cl[CH2:25][CH:26]1[O:30][C:29](=[O:31])[N:28]([CH3:32])[CH2:27]1.C(=O)([O-])[O-].[Cs+].[Cs+].